Dataset: Peptide-MHC class II binding affinity with 134,281 pairs from IEDB. Task: Regression. Given a peptide amino acid sequence and an MHC pseudo amino acid sequence, predict their binding affinity value. This is MHC class II binding data. The peptide sequence is WTGGGSDKALAAATP. The MHC is HLA-DQA10101-DQB10501 with pseudo-sequence HLA-DQA10101-DQB10501. The binding affinity (normalized) is 0.